This data is from Forward reaction prediction with 1.9M reactions from USPTO patents (1976-2016). The task is: Predict the product of the given reaction. (1) Given the reactants C([SiH2][O:6][C:7](C)(C)[C:8]1[N:12]([CH3:13])[N:11]=[C:10]([C:14]2[CH:19]=[CH:18][C:17]([C:20]([F:23])([F:22])[F:21])=[CH:16][CH:15]=2)[C:9]=1[CH3:24])(C)(C)C.[F-].C([N+](CCCC)(CCCC)CCCC)CCC, predict the reaction product. The product is: [CH3:13][N:12]1[C:8]([CH2:7][OH:6])=[C:9]([CH3:24])[C:10]([C:14]2[CH:19]=[CH:18][C:17]([C:20]([F:21])([F:23])[F:22])=[CH:16][CH:15]=2)=[N:11]1. (2) Given the reactants Br[C:2]1[CH:3]=[C:4]([CH:7]=[CH:8][C:9]=1[CH:10]1[N:14]2[CH:15]=[N:16][CH:17]=[C:13]2[CH2:12][CH2:11]1)[C:5]#[N:6].[CH3:18]B1OB(C)OB(C)O1.C([O-])([O-])=O.[Na+].[Na+].[OH-].[K+], predict the reaction product. The product is: [CH:17]1[N:16]=[CH:15][N:14]2[CH:10]([C:9]3[CH:8]=[CH:7][C:4]([C:5]#[N:6])=[CH:3][C:2]=3[CH3:18])[CH2:11][CH2:12][C:13]=12. (3) Given the reactants [NH2:1][CH2:2][CH:3]1[O:7][C:6](=[O:8])[N:5]([C:9]2[CH:14]=[CH:13][C:12]([N:15]3[CH:19]=[C:18]([CH2:20][N:21]4[CH:25]=[N:24][CH:23]=[N:22]4)[N:17]=[CH:16]3)=[C:11]([F:26])[CH:10]=2)[CH2:4]1.CN1CCOCC1.[F:34][CH:35]([F:39])[C:36](O)=[O:37].CCN=C=NCCCN(C)C.Cl, predict the reaction product. The product is: [F:34][CH:35]([F:39])[C:36]([NH:1][CH2:2][C@@H:3]1[O:7][C:6](=[O:8])[N:5]([C:9]2[CH:14]=[CH:13][C:12]([N:15]3[CH:19]=[C:18]([CH2:20][N:21]4[CH:25]=[N:24][CH:23]=[N:22]4)[N:17]=[CH:16]3)=[C:11]([F:26])[CH:10]=2)[CH2:4]1)=[O:37]. (4) Given the reactants C(OC([N:8]1[CH2:17][CH2:16][C:15]2[NH:14][N:13]=[C:12]([C:18]3[CH:23]=[CH:22][C:21]([Cl:24])=[CH:20][CH:19]=3)[C:11]=2[CH2:10][CH2:9]1)=O)(C)(C)C.[F:25][C:26]1[CH:33]=[CH:32][CH:31]=[CH:30][C:27]=1[CH2:28]Cl, predict the reaction product. The product is: [Cl:24][C:21]1[CH:20]=[CH:19][C:18]([C:12]2[C:11]3[CH2:10][CH2:9][NH:8][CH2:17][CH2:16][C:15]=3[N:14]([CH2:28][C:27]3[CH:30]=[CH:31][CH:32]=[CH:33][C:26]=3[F:25])[N:13]=2)=[CH:23][CH:22]=1. (5) Given the reactants [CH2:1]([N:8]1[C:12]2[CH:13]=[CH:14][C:15]([CH3:17])=[CH:16][C:11]=2[N:10]=[C:9]1[CH:18]([NH:22][CH2:23][CH2:24][CH2:25][N:26]1[C:34](=[O:35])[C:33]2[C:28](=[CH:29][CH:30]=[CH:31][CH:32]=2)[C:27]1=[O:36])[CH:19]([CH3:21])[CH3:20])[C:2]1[CH:7]=[CH:6][CH:5]=[CH:4][CH:3]=1.C(N(CC)CC)C.[C:44]1([CH3:53])[CH:49]=[CH:48][C:47]([C:50](Cl)=[O:51])=[CH:46][CH:45]=1.C(=O)(O)[O-].[Na+], predict the reaction product. The product is: [CH2:1]([N:8]1[C:12]2[CH:13]=[CH:14][C:15]([CH3:17])=[CH:16][C:11]=2[N:10]=[C:9]1[CH:18]([N:22]([CH2:23][CH2:24][CH2:25][N:26]1[C:27](=[O:36])[C:28]2[C:33](=[CH:32][CH:31]=[CH:30][CH:29]=2)[C:34]1=[O:35])[C:50](=[O:51])[C:47]1[CH:48]=[CH:49][C:44]([CH3:53])=[CH:45][CH:46]=1)[CH:19]([CH3:21])[CH3:20])[C:2]1[CH:3]=[CH:4][CH:5]=[CH:6][CH:7]=1. (6) The product is: [Cl:1][C:2]1[C:7]([N+:8]([O-:10])=[O:9])=[C:6]([NH:17][CH2:12][CH2:13][CH2:14][C:15]#[CH:16])[CH:5]=[CH:4][N:3]=1. Given the reactants [Cl:1][C:2]1[C:7]([N+:8]([O-:10])=[O:9])=[C:6](Cl)[CH:5]=[CH:4][N:3]=1.[CH2:12]([NH2:17])[CH2:13][CH2:14][C:15]#[CH:16].C(N(CC)CC)C, predict the reaction product. (7) Given the reactants [Cl:1][C:2]1[C:3]([N:9]=[C:10]=S)=[N:4][CH:5]=[C:6]([Cl:8])[CH:7]=1.Cl.Cl.[NH2:14][CH2:15][C@@:16]1([OH:23])[C@H:21]2[CH2:22][N:18]([CH2:19][CH2:20]2)[CH2:17]1.C(=O)([O-])[O-].[Cs+].[Cs+].C(N=C=NC(C)C)(C)C, predict the reaction product. The product is: [Cl:1][C:2]1[C:3]([NH:9][C:10]2[O:23][C@@:16]3([C@H:21]4[CH2:22][N:18]([CH2:19][CH2:20]4)[CH2:17]3)[CH2:15][N:14]=2)=[N:4][CH:5]=[C:6]([Cl:8])[CH:7]=1. (8) Given the reactants [CH3:1][C:2]1[N:7]=[C:6]([N:8]2[CH2:13][CH2:12][CH:11]([CH2:14][OH:15])[CH2:10][CH2:9]2)[CH:5]=[N:4][CH:3]=1.CC(C)([O-])C.[K+].C(OC(=O)[NH:28][C@@H:29]([CH2:37][C:38]1[CH:43]=[CH:42][C:41]([C:44]2[CH:45]=[N:46][C:47](F)=[CH:48][CH:49]=2)=[CH:40][C:39]=1[F:51])[C:30](=[O:36])[N:31]1[CH2:35][CH2:34][CH2:33][CH2:32]1)(C)(C)C, predict the reaction product. The product is: [NH2:28][CH:29]([CH2:37][C:38]1[CH:43]=[CH:42][C:41]([C:44]2[CH:45]=[N:46][C:47]([O:15][CH2:14][CH:11]3[CH2:12][CH2:13][N:8]([C:6]4[CH:5]=[N:4][CH:3]=[C:2]([CH3:1])[N:7]=4)[CH2:9][CH2:10]3)=[CH:48][CH:49]=2)=[CH:40][C:39]=1[F:51])[C:30]([N:31]1[CH2:32][CH2:33][CH2:34][CH2:35]1)=[O:36]. (9) Given the reactants [N:1]1([C:5]2[C:14]([CH2:15][C:16]3[CH:21]=[CH:20][C:19]([C:22]([F:25])([F:24])[F:23])=[CH:18][CH:17]=3)=[C:13]([Cl:26])[C:12]3[C:7](=[CH:8][CH:9]=[C:10](Br)[CH:11]=3)[N:6]=2)[CH2:4][CH2:3][CH2:2]1.[Li]CCCC.[CH3:33][C:34]1[C:39]([CH:40]=[O:41])=[CH:38][CH:37]=[C:36]([CH3:42])[N:35]=1, predict the reaction product. The product is: [N:1]1([C:5]2[C:14]([CH2:15][C:16]3[CH:21]=[CH:20][C:19]([C:22]([F:25])([F:24])[F:23])=[CH:18][CH:17]=3)=[C:13]([Cl:26])[C:12]3[C:7](=[CH:8][CH:9]=[C:10]([CH:40]([C:39]4[C:34]([CH3:33])=[N:35][C:36]([CH3:42])=[CH:37][CH:38]=4)[OH:41])[CH:11]=3)[N:6]=2)[CH2:4][CH2:3][CH2:2]1. (10) Given the reactants [CH3:1][O:2][C:3]1[CH:8]=[CH:7][C:6]([CH:9]([C:17]2[N:18]=[C:19]([CH3:22])[NH:20][CH:21]=2)[NH:10]S(C(C)(C)C)=O)=[CH:5][CH:4]=1.[ClH:23].CCOCC, predict the reaction product. The product is: [Cl-:23].[CH3:1][O:2][C:3]1[CH:4]=[CH:5][C:6]([CH:9]([C:17]2[N:18]=[C:19]([CH3:22])[NH:20][CH:21]=2)[NH3+:10])=[CH:7][CH:8]=1.